Dataset: NCI-60 drug combinations with 297,098 pairs across 59 cell lines. Task: Regression. Given two drug SMILES strings and cell line genomic features, predict the synergy score measuring deviation from expected non-interaction effect. (1) Drug 1: C1C(C(OC1N2C=NC3=C(N=C(N=C32)Cl)N)CO)O. Drug 2: C1C(C(OC1N2C=NC3=C2NC=NCC3O)CO)O. Cell line: T-47D. Synergy scores: CSS=5.87, Synergy_ZIP=-1.55, Synergy_Bliss=2.09, Synergy_Loewe=2.98, Synergy_HSA=2.94. (2) Drug 1: CC1C(C(=O)NC(C(=O)N2CCCC2C(=O)N(CC(=O)N(C(C(=O)O1)C(C)C)C)C)C(C)C)NC(=O)C3=C4C(=C(C=C3)C)OC5=C(C(=O)C(=C(C5=N4)C(=O)NC6C(OC(=O)C(N(C(=O)CN(C(=O)C7CCCN7C(=O)C(NC6=O)C(C)C)C)C)C(C)C)C)N)C. Drug 2: CC1C(C(CC(O1)OC2CC(CC3=C2C(=C4C(=C3O)C(=O)C5=CC=CC=C5C4=O)O)(C(=O)C)O)N)O. Cell line: OVCAR-8. Synergy scores: CSS=46.1, Synergy_ZIP=16.8, Synergy_Bliss=16.9, Synergy_Loewe=14.5, Synergy_HSA=17.3. (3) Drug 1: CC1C(C(CC(O1)OC2CC(CC3=C2C(=C4C(=C3O)C(=O)C5=C(C4=O)C(=CC=C5)OC)O)(C(=O)CO)O)N)O.Cl. Drug 2: C1=C(C(=O)NC(=O)N1)F. Cell line: SF-268. Synergy scores: CSS=21.3, Synergy_ZIP=1.71, Synergy_Bliss=2.07, Synergy_Loewe=1.08, Synergy_HSA=1.58. (4) Drug 1: C1CCC(C1)C(CC#N)N2C=C(C=N2)C3=C4C=CNC4=NC=N3. Drug 2: CN(CCCl)CCCl.Cl. Cell line: NCI-H460. Synergy scores: CSS=-4.90, Synergy_ZIP=-6.15, Synergy_Bliss=-7.71, Synergy_Loewe=-26.9, Synergy_HSA=-12.4. (5) Drug 1: CCC1(CC2CC(C3=C(CCN(C2)C1)C4=CC=CC=C4N3)(C5=C(C=C6C(=C5)C78CCN9C7C(C=CC9)(C(C(C8N6C=O)(C(=O)OC)O)OC(=O)C)CC)OC)C(=O)OC)O.OS(=O)(=O)O. Drug 2: CCC1(C2=C(COC1=O)C(=O)N3CC4=CC5=C(C=CC(=C5CN(C)C)O)N=C4C3=C2)O.Cl. Cell line: OVCAR-5. Synergy scores: CSS=33.9, Synergy_ZIP=-7.66, Synergy_Bliss=-3.35, Synergy_Loewe=-15.0, Synergy_HSA=-3.60. (6) Cell line: HOP-62. Drug 2: CN(CC1=CN=C2C(=N1)C(=NC(=N2)N)N)C3=CC=C(C=C3)C(=O)NC(CCC(=O)O)C(=O)O. Drug 1: CCCCC(=O)OCC(=O)C1(CC(C2=C(C1)C(=C3C(=C2O)C(=O)C4=C(C3=O)C=CC=C4OC)O)OC5CC(C(C(O5)C)O)NC(=O)C(F)(F)F)O. Synergy scores: CSS=72.0, Synergy_ZIP=-7.81, Synergy_Bliss=-7.90, Synergy_Loewe=-6.58, Synergy_HSA=-7.76.